Dataset: Catalyst prediction with 721,799 reactions and 888 catalyst types from USPTO. Task: Predict which catalyst facilitates the given reaction. (1) Product: [CH3:17][O:16][CH2:15][O:14][C:8]1[CH:9]=[CH:10][C:11]([F:13])=[CH:12][C:7]=1[B:20]([OH:21])[OH:19]. The catalyst class is: 7. Reactant: C([Li])CCC.Br[C:7]1[CH:12]=[C:11]([F:13])[CH:10]=[CH:9][C:8]=1[O:14][CH2:15][O:16][CH3:17].C[O:19][B:20](OC)[O:21]C.C(O)(=O)CC(CC(O)=O)(C(O)=O)O. (2) Reactant: [Cl:1][C:2]1[C:3]([O:30][C@@H:31]2[CH2:36][CH2:35][CH2:34][CH2:33][C@H:32]2[C:37]2[N:41]([CH2:42][O:43][CH2:44][CH2:45][O:46][CH3:47])[N:40]=[CH:39][CH:38]=2)=[CH:4][C:5]([F:29])=[C:6]([S:8]([N:11](CC2C=CC(OC)=CC=2OC)[C:12]2[CH:17]=[CH:16][N:15]=[CH:14][N:13]=2)(=[O:10])=[O:9])[CH:7]=1.C([SiH](CC)CC)C.FC(F)(F)C(O)=O. Product: [Cl:1][C:2]1[C:3]([O:30][C@@H:31]2[CH2:36][CH2:35][CH2:34][CH2:33][C@H:32]2[C:37]2[N:41]([CH2:42][O:43][CH2:44][CH2:45][O:46][CH3:47])[N:40]=[CH:39][CH:38]=2)=[CH:4][C:5]([F:29])=[C:6]([S:8]([NH:11][C:12]2[CH:17]=[CH:16][N:15]=[CH:14][N:13]=2)(=[O:10])=[O:9])[CH:7]=1. The catalyst class is: 4. (3) Reactant: C([O:4][CH2:5][C:6]#[C:7][CH2:8][CH2:9][CH2:10][C:11]([OH:13])=[O:12])(=O)C.[C:14](Cl)(=O)C.C(=O)(O)[O-].[Na+]. Product: [CH3:14][O:13][C:11](=[O:12])[CH2:10][CH2:9][CH2:8][C:7]#[C:6][CH2:5][OH:4]. The catalyst class is: 5.